Task: Predict the product of the given reaction.. Dataset: Forward reaction prediction with 1.9M reactions from USPTO patents (1976-2016) (1) Given the reactants [CH3:1][O:2][C:3]1[CH:8]=[CH:7][C:6]([S:9]([O-:11])=[O:10])=[CH:5][C:4]=1[N+:12]([O-:14])=[O:13].[Na+].Cl[CH2:17][C:18]1[CH:19]=[C:20]([O:28][CH3:29])[C:21]([O:26][CH3:27])=[C:22]([O:24][CH3:25])[CH:23]=1, predict the reaction product. The product is: [CH3:25][O:24][C:22]1[CH:23]=[C:18]([CH2:17][S:9]([C:6]2[CH:7]=[CH:8][C:3]([O:2][CH3:1])=[C:4]([N+:12]([O-:14])=[O:13])[CH:5]=2)(=[O:11])=[O:10])[CH:19]=[C:20]([O:28][CH3:29])[C:21]=1[O:26][CH3:27]. (2) Given the reactants O=P(Cl)(Cl)Cl.[CH:6]([C:8]1[CH:16]=[CH:15][C:14]([O:17][CH3:18])=[CH:13][C:9]=1[C:10]([OH:12])=O)=[O:7].[CH3:19][N:20]1[CH2:25][CH2:24][NH:23][CH2:22][CH2:21]1, predict the reaction product. The product is: [CH3:18][O:17][C:14]1[CH:15]=[CH:16][C:8]([CH:6]=[O:7])=[C:9]([C:10]([N:23]2[CH2:24][CH2:25][N:20]([CH3:19])[CH2:21][CH2:22]2)=[O:12])[CH:13]=1. (3) Given the reactants [CH2:1]([O:3][C:4]([C:6]1[O:14][C:13]2[C:12]([F:15])=[CH:11][N:10]=[CH:9][C:8]=2[C:7]=1OS(C(F)(F)F)(=O)=O)=[O:5])[CH3:2].[F:24][C:25]1[CH:30]=[C:29]([Si:31]([CH3:34])([CH3:33])[CH3:32])[CH:28]=[CH:27][C:26]=1[NH2:35].P([O-])([O-])([O-])=O.[K+].[K+].[K+].CC1(C)C2C(=C(P(C3C=CC=CC=3)C3C=CC=CC=3)C=CC=2)OC2C(P(C3C=CC=CC=3)C3C=CC=CC=3)=CC=CC1=2, predict the reaction product. The product is: [CH2:1]([O:3][C:4]([C:6]1[O:14][C:13]2[C:12]([F:15])=[CH:11][N:10]=[CH:9][C:8]=2[C:7]=1[NH:35][C:26]1[CH:27]=[CH:28][C:29]([Si:31]([CH3:33])([CH3:32])[CH3:34])=[CH:30][C:25]=1[F:24])=[O:5])[CH3:2]. (4) Given the reactants [Cl:1][C:2]1[CH:3]=[CH:4][C:5]([CH3:22])=[C:6]([C:8]2[NH:9][C:10]([C:15](=O)/[CH:16]=[CH:17]/[N:18](C)[CH3:19])=[CH:11][C:12]=2[C:13]#[N:14])[CH:7]=1.C(O)(=O)C.C(N)=[NH:28].O, predict the reaction product. The product is: [N:18]1[CH:17]=[CH:16][C:15]([C:10]2[NH:9][C:8]([C:6]3[CH:7]=[C:2]([Cl:1])[CH:3]=[CH:4][C:5]=3[CH3:22])=[C:12]([C:13]#[N:14])[CH:11]=2)=[N:28][CH:19]=1. (5) Given the reactants [F:1][C:2]1[CH:7]=[C:6]([S:8]([CH3:10])=[O:9])[CH:5]=[C:4]([F:11])[C:3]=1[C:12]1[N:17]=[C:16]([C:18]([O:20]C)=[O:19])[CH:15]=[CH:14][C:13]=1[F:22].[OH-].[Na+].Cl, predict the reaction product. The product is: [F:1][C:2]1[CH:7]=[C:6]([S:8]([CH3:10])=[O:9])[CH:5]=[C:4]([F:11])[C:3]=1[C:12]1[N:17]=[C:16]([C:18]([OH:20])=[O:19])[CH:15]=[CH:14][C:13]=1[F:22]. (6) Given the reactants [CH2:1]([C:5]([CH3:26])([CH2:11][C:12]1[CH:17]=[CH:16][C:15]([O:18][CH2:19][CH2:20]OS(C)(=O)=O)=[CH:14][CH:13]=1)[C:6]([O:8][CH2:9][CH3:10])=[O:7])[CH2:2][CH2:3][CH3:4].[N-:27]=[N+:28]=[N-:29].[Na+], predict the reaction product. The product is: [N:27]([CH2:20][CH2:19][O:18][C:15]1[CH:16]=[CH:17][C:12]([CH2:11][C:5]([CH2:1][CH2:2][CH2:3][CH3:4])([CH3:26])[C:6]([O:8][CH2:9][CH3:10])=[O:7])=[CH:13][CH:14]=1)=[N+:28]=[N-:29]. (7) Given the reactants [Cl:1][C:2]1[CH:11]=[CH:10][C:9]([N+:12]([O-])=O)=[C:8]2[C:3]=1[CH:4]=[CH:5][CH:6]=[N:7]2.O.NN, predict the reaction product. The product is: [Cl:1][C:2]1[CH:11]=[CH:10][C:9]([NH2:12])=[C:8]2[C:3]=1[CH:4]=[CH:5][CH:6]=[N:7]2. (8) Given the reactants CI.[C:3]([O-:6])([O-])=O.[K+].[K+].[Br:9][C:10]1[CH:15]=[C:14]([F:16])[C:13](O)=[C:12]([F:18])[CH:11]=1.C(OCC)(=O)C, predict the reaction product. The product is: [Br:9][C:10]1[CH:15]=[C:14]([F:16])[C:13]([O:6][CH3:3])=[C:12]([F:18])[CH:11]=1.